This data is from Forward reaction prediction with 1.9M reactions from USPTO patents (1976-2016). The task is: Predict the product of the given reaction. (1) Given the reactants [CH3:1][O:2][C:3]1[CH:4]=[C:5]([CH2:11][C:12]([OH:14])=O)[CH:6]=[CH:7][C:8]=1[O:9][CH3:10].[CH3:15][O:16][CH2:17][CH2:18][NH2:19], predict the reaction product. The product is: [CH3:1][O:2][C:3]1[CH:4]=[C:5]([CH2:11][C:12]([NH:19][CH2:18][CH2:17][O:16][CH3:15])=[O:14])[CH:6]=[CH:7][C:8]=1[O:9][CH3:10]. (2) Given the reactants [C:1]1([C:11]([OH:13])=[O:12])[C:10]2[C:5](=[CH:6][CH:7]=[CH:8][CH:9]=2)[CH:4]=[CH:3][CH:2]=1.Br[CH2:15][CH:16]1[CH2:18][CH2:17]1, predict the reaction product. The product is: [CH:16]1([CH2:15][O:12][C:11]([C:1]2[C:10]3[C:5](=[CH:6][CH:7]=[CH:8][CH:9]=3)[CH:4]=[CH:3][CH:2]=2)=[O:13])[CH2:18][CH2:17]1.